From a dataset of Catalyst prediction with 721,799 reactions and 888 catalyst types from USPTO. Predict which catalyst facilitates the given reaction. (1) Reactant: [CH3:1][N:2]1[CH2:7][CH2:6][CH:5]([CH2:8]O)[CH2:4][CH2:3]1.[S-2:10].[Na+].[Na+].P(=O)(O)(O)O.[C:18](Cl)(=[O:20])[CH3:19]. The catalyst class is: 10. Product: [C:18]([S:10][CH2:8][CH:5]1[CH2:4][CH2:3][N:2]([CH3:1])[CH2:7][CH2:6]1)(=[O:20])[CH3:19]. (2) Reactant: [F:1][C:2]1[C:3]([OH:27])=[CH:4][CH:5]=[C:6]2[C:11]=1[C:10]([CH3:13])([CH3:12])[C:9](=[O:14])[C:8]([C:15]([NH:17][CH2:18][C:19]([O:21][C:22]([CH3:25])([CH3:24])[CH3:23])=[O:20])=[O:16])=[C:7]2[OH:26].C([O-])([O-])=O.[K+].[K+].Br[CH2:35][C:36]1[CH:41]=[CH:40][CH:39]=[CH:38][CH:37]=1. Product: [F:1][C:2]1[C:3]([O:27][CH2:35][C:36]2[CH:41]=[CH:40][CH:39]=[CH:38][CH:37]=2)=[CH:4][CH:5]=[C:6]2[C:11]=1[C:10]([CH3:13])([CH3:12])[C:9](=[O:14])[C:8]([C:15]([NH:17][CH2:18][C:19]([O:21][C:22]([CH3:25])([CH3:24])[CH3:23])=[O:20])=[O:16])=[C:7]2[OH:26]. The catalyst class is: 10. (3) Reactant: [C:1]([C:3]1[CH:4]=[C:5]([OH:9])[CH:6]=[CH:7][CH:8]=1)#[N:2].C(=O)([O-])[O-].[Cs+].[Cs+].Cl[C:17]1[C:22]([N+:23]([O-:25])=[O:24])=[CH:21][CH:20]=[CH:19][N:18]=1. Product: [N+:23]([C:22]1[C:17]([O:9][C:5]2[CH:4]=[C:3]([CH:8]=[CH:7][CH:6]=2)[C:1]#[N:2])=[N:18][CH:19]=[CH:20][CH:21]=1)([O-:25])=[O:24]. The catalyst class is: 3.